The task is: Predict the reaction yield, written as a fraction of the theoretical maximum amount of product (1.0 means a 100% yield; for example, 0.34 means a 34% yield).. This data is from Reaction yield outcomes from USPTO patents with 853,638 reactions. (1) The reactants are O[C@H:2]1[CH2:6][NH:5][C:4](=[O:7])[CH2:3]1.C(N(CC)CC)C.CS(Cl)(=O)=O.[Mn]([O-])(=O)(=O)=O.[N-:25]=[N+:26]=[N-:27].[Na+]. The catalyst is ClCCl.CN(C=O)C.C(OCC)(=O)C. The product is [N:25]([C@@H:2]1[CH2:6][NH:5][C:4](=[O:7])[CH2:3]1)=[N+:26]=[N-:27]. The yield is 0.320. (2) The reactants are [Cl:1][C:2]1[C:10]2[CH:9]=[C:8]([C:11](=O)[CH:12]=[C:13]([C:18]3[CH:23]=[C:22]([Cl:24])[CH:21]=[C:20]([Cl:25])[CH:19]=3)[C:14]([F:17])([F:16])[F:15])[S:7][C:6]=2[CH:5]=[CH:4][CH:3]=1.[OH-:27].[Na+].[NH2:29]O.Cl.O. The catalyst is CO. The product is [Cl:1][C:2]1[C:10]2[CH:9]=[C:8]([C:11]3[CH2:12][C:13]([C:18]4[CH:23]=[C:22]([Cl:24])[CH:21]=[C:20]([Cl:25])[CH:19]=4)([C:14]([F:17])([F:16])[F:15])[O:27][N:29]=3)[S:7][C:6]=2[CH:5]=[CH:4][CH:3]=1. The yield is 0.281. (3) The reactants are Br[C:2]1[C:3]([NH:8][C:9]2[S:10][CH:11]=[C:12]([CH3:14])[N:13]=2)=[N:4][CH:5]=[CH:6][CH:7]=1.C[Li].C([Li])CCC.[F:22][C:23]([F:43])([F:42])[C:24]1[CH:29]=[CH:28][CH:27]=[CH:26][C:25]=1[S:30][S:30][C:25]1[CH:26]=[CH:27][CH:28]=[CH:29][C:24]=1[C:23]([F:22])([F:42])[F:43].[NH4+].[Cl-]. The catalyst is CCOCC.CCCCCC.C1COCC1. The product is [CH3:14][C:12]1[N:13]=[C:9]([NH:8][C:3]2[C:2]([S:30][C:25]3[CH:26]=[CH:27][CH:28]=[CH:29][C:24]=3[C:23]([F:22])([F:42])[F:43])=[CH:7][CH:6]=[CH:5][N:4]=2)[S:10][CH:11]=1. The yield is 0.520. (4) The reactants are [Cl-].[Al+3].[Cl-].[Cl-].[C:5](Cl)(=[O:7])[CH3:6].[F:9][C:10]1[CH:15]=[C:14]([O:16][CH3:17])[CH:13]=[C:12]([F:18])[CH:11]=1.C([O-])(O)=O.[Na+]. The catalyst is C(Cl)Cl. The product is [F:9][C:10]1[CH:15]=[C:14]([O:16][CH3:17])[CH:13]=[C:12]([F:18])[C:11]=1[C:5](=[O:7])[CH3:6]. The yield is 0.580.